Dataset: Reaction yield outcomes from USPTO patents with 853,638 reactions. Task: Predict the reaction yield, written as a fraction of the theoretical maximum amount of product (1.0 means a 100% yield; for example, 0.34 means a 34% yield). The reactants are [CH2:1]([C@H:8]([NH:21][C:22]([C@@H:24]([NH:34][C:35]([C@@H:37]([NH:39][C:40]([C:42]1[CH:46]=[C:45]([CH3:47])[O:44][N:43]=1)=[O:41])[CH3:38])=[O:36])[CH2:25][C:26]1[CH:31]=[CH:30][C:29]([O:32][CH3:33])=[CH:28][CH:27]=1)=[O:23])[CH:9]([C:11](=[O:20])[NH:12][CH2:13][C:14]1[CH:19]=[CH:18][CH:17]=[CH:16][CH:15]=1)[OH:10])[C:2]1[CH:7]=[CH:6][CH:5]=[CH:4][CH:3]=1.CC(OI1(OC(C)=O)(OC(C)=O)OC(=O)C2C=CC=CC1=2)=O. The catalyst is ClCCl. The product is [CH2:1]([C@H:8]([NH:21][C:22]([C@@H:24]([NH:34][C:35]([C@@H:37]([NH:39][C:40]([C:42]1[CH:46]=[C:45]([CH3:47])[O:44][N:43]=1)=[O:41])[CH3:38])=[O:36])[CH2:25][C:26]1[CH:27]=[CH:28][C:29]([O:32][CH3:33])=[CH:30][CH:31]=1)=[O:23])[C:9]([C:11](=[O:20])[NH:12][CH2:13][C:14]1[CH:15]=[CH:16][CH:17]=[CH:18][CH:19]=1)=[O:10])[C:2]1[CH:7]=[CH:6][CH:5]=[CH:4][CH:3]=1. The yield is 0.150.